Predict which catalyst facilitates the given reaction. From a dataset of Catalyst prediction with 721,799 reactions and 888 catalyst types from USPTO. (1) Reactant: C(N(CC)CC)C.O=C1C2NC=CC=2C2C=C(S(=O)(=O)NC3C=CC=CC=3)C=CC=2N1.C(C([O-])=O)C.[CH3:37][NH:38][CH2:39][C:40]([NH2:42])=[O:41].Cl[S:44]([C:47]1[CH:56]=[CH:55][C:54]2[NH:53][C:52](=[O:57])[C:51]3[NH:58][CH:59]=[C:60]([C:61]([OH:63])=[O:62])[C:50]=3[C:49]=2[CH:48]=1)(=[O:46])=[O:45]. Product: [C:40]([CH2:39][N:38]([CH3:37])[S:44]([C:47]1[CH:56]=[CH:55][C:54]2[NH:53][C:52](=[O:57])[C:51]3[NH:58][CH:59]=[C:60]([C:61]([OH:63])=[O:62])[C:50]=3[C:49]=2[CH:48]=1)(=[O:46])=[O:45])(=[O:41])[NH2:42]. The catalyst class is: 120. (2) The catalyst class is: 22. Product: [CH3:10][O:9][C:7]([C:3]1[S:4][CH:5]=[CH:6][C:2]=1[NH:1][S:25]([C:22]1[CH:21]=[CH:20][C:19]([O:18][CH3:17])=[CH:24][CH:23]=1)(=[O:27])=[O:26])=[O:8]. Reactant: [NH2:1][C:2]1[CH:6]=[CH:5][S:4][C:3]=1[C:7]([O:9][CH3:10])=[O:8].N1C=CC=CC=1.[CH3:17][O:18][C:19]1[CH:24]=[CH:23][C:22]([S:25](Cl)(=[O:27])=[O:26])=[CH:21][CH:20]=1.